This data is from Forward reaction prediction with 1.9M reactions from USPTO patents (1976-2016). The task is: Predict the product of the given reaction. (1) The product is: [OH:8][CH:9]([C:11]1[O:12][C:13]([CH2:16][N:17]2[N:21]=[C:20]([NH:22][C:23]([C:25]3[N:26]=[C:27]([CH3:37])[O:28][C:29]=3[C:30]3[CH:31]=[C:32]([CH3:36])[CH:33]=[CH:34][CH:35]=3)=[O:24])[CH:19]=[N:18]2)=[CH:14][N:15]=1)[CH3:10]. Given the reactants N#N.C([Si](C)(C)[O:8][CH:9]([C:11]1[O:12][C:13]([CH2:16][N:17]2[N:21]=[C:20]([NH:22][C:23]([C:25]3[N:26]=[C:27]([CH3:37])[O:28][C:29]=3[C:30]3[CH:31]=[C:32]([CH3:36])[CH:33]=[CH:34][CH:35]=3)=[O:24])[CH:19]=[N:18]2)=[CH:14][N:15]=1)[CH3:10])(C)(C)C.CCCC[N+](CCCC)(CCCC)CCCC.[F-], predict the reaction product. (2) Given the reactants C([Li])CCC.CCCCCC.Br[C:13]1[C:14]([C:27]2[CH:32]=[CH:31][CH:30]=[CH:29][CH:28]=2)=[N:15][N:16]2[C:21]([Si:22]([CH3:25])([CH3:24])[CH3:23])=[C:20]([Cl:26])[CH:19]=[CH:18][C:17]=12.[F:33][C:34]1[CH:35]=[C:36]([C:45]2(C=O)[NH:50][CH:49]=[CH:48][CH:47]=[CH:46]2)[CH:37]=[C:38]([F:44])[C:39]=1[O:40][CH2:41][O:42][CH3:43].[C:53](OCC)(=[O:55])C, predict the reaction product. The product is: [Cl:26][C:20]1[CH:19]=[CH:18][C:17]2[N:16]([N:15]=[C:14]([C:27]3[CH:32]=[CH:31][CH:30]=[CH:29][CH:28]=3)[C:13]=2[CH:53]([OH:55])[C:49]2[CH:48]=[CH:47][CH:46]=[C:45]([C:36]3[CH:37]=[C:38]([F:44])[C:39]([O:40][CH2:41][O:42][CH3:43])=[C:34]([F:33])[CH:35]=3)[N:50]=2)[C:21]=1[Si:22]([CH3:25])([CH3:24])[CH3:23]. (3) Given the reactants [CH3:1]C(OI1(OC(C)=O)(OC(C)=O)OC(=O)C2C=CC=CC1=2)=O.[O:23]1[C:32]2[C:27](=[CH:28][CH:29]=[CH:30][CH:31]=2)[CH:26]([CH2:33][CH:34]([C:36]([F:39])([F:38])[F:37])[OH:35])[CH2:25][CH2:24]1.C(=O)(O)[O-].[Na+].S([O-])([O-])(=O)=S.[Na+].[Na+], predict the reaction product. The product is: [CH3:1][C:26]1([CH2:33][C:34](=[O:35])[C:36]([F:37])([F:38])[F:39])[C:27]2[C:32](=[CH:31][CH:30]=[CH:29][CH:28]=2)[O:23][CH2:24][CH2:25]1. (4) Given the reactants [Cl:1][C:2]1[N:7]=[C:6]([NH2:8])[CH:5]=[N:4][C:3]=1[C:9]1[CH:14]=[CH:13][N:12]=[CH:11][CH:10]=1.[CH:15]1([C:18](Cl)=[O:19])[CH2:17][CH2:16]1, predict the reaction product. The product is: [Cl:1][C:2]1[N:7]=[C:6]([NH:8][C:18]([CH:15]2[CH2:17][CH2:16]2)=[O:19])[CH:5]=[N:4][C:3]=1[C:9]1[CH:14]=[CH:13][N:12]=[CH:11][CH:10]=1. (5) Given the reactants Br[C:2]1[CH:3]=[CH:4][C:5]2[N:11]3[C:12]([CH3:15])=[N:13][N:14]=[C:10]3[C@H:9]([CH3:16])[CH2:8][N:7]([C:17]3[CH:22]=[CH:21][C:20]([Cl:23])=[CH:19][CH:18]=3)[C:6]=2[CH:24]=1.CC1(C)C(C)(C)OB([C:33]2[CH:34]=[CH:35][C:36](=[O:39])[NH:37][CH:38]=2)O1.C(=O)([O-])[O-].[Cs+].[Cs+].C1(C)C=CC=CC=1, predict the reaction product. The product is: [Cl:23][C:20]1[CH:19]=[CH:18][C:17]([N:7]2[CH2:8][C@@H:9]([CH3:16])[C:10]3=[N:14][N:13]=[C:12]([CH3:15])[N:11]3[C:5]3[CH:4]=[CH:3][C:2]([C:33]4[CH:34]=[CH:35][C:36](=[O:39])[NH:37][CH:38]=4)=[CH:24][C:6]2=3)=[CH:22][CH:21]=1. (6) Given the reactants [NH:1]1[C:9]2[C:4](=[CH:5][CH:6]=[CH:7][CH:8]=2)[C:3](/[CH:10]=[CH:11]/[C:12]([OH:14])=O)=[CH:2]1.[NH2:15][C:16]1[CH:17]=[C:18]([CH:25]=[CH:26][C:27]=1[OH:28])[C:19]([O:21][CH:22]([CH3:24])[CH3:23])=[O:20].C(Cl)CCl.O.ON1C2C=CC=CC=2N=N1, predict the reaction product. The product is: [NH:1]1[C:9]2[C:4](=[CH:5][CH:6]=[CH:7][CH:8]=2)[C:3]([CH:10]=[CH:11][C:12]([NH:15][C:16]2[CH:17]=[C:18]([CH:25]=[CH:26][C:27]=2[OH:28])[C:19]([O:21][CH:22]([CH3:24])[CH3:23])=[O:20])=[O:14])=[CH:2]1.